From a dataset of NCI-60 drug combinations with 297,098 pairs across 59 cell lines. Regression. Given two drug SMILES strings and cell line genomic features, predict the synergy score measuring deviation from expected non-interaction effect. (1) Drug 1: C1=CN(C=N1)CC(O)(P(=O)(O)O)P(=O)(O)O. Drug 2: C1CN1C2=NC(=NC(=N2)N3CC3)N4CC4. Cell line: EKVX. Synergy scores: CSS=9.41, Synergy_ZIP=-1.81, Synergy_Bliss=3.40, Synergy_Loewe=1.53, Synergy_HSA=3.00. (2) Drug 1: CC1C(C(=O)NC(C(=O)N2CCCC2C(=O)N(CC(=O)N(C(C(=O)O1)C(C)C)C)C)C(C)C)NC(=O)C3=C4C(=C(C=C3)C)OC5=C(C(=O)C(=C(C5=N4)C(=O)NC6C(OC(=O)C(N(C(=O)CN(C(=O)C7CCCN7C(=O)C(NC6=O)C(C)C)C)C)C(C)C)C)N)C. Drug 2: COCCOC1=C(C=C2C(=C1)C(=NC=N2)NC3=CC=CC(=C3)C#C)OCCOC.Cl. Cell line: BT-549. Synergy scores: CSS=23.5, Synergy_ZIP=0.455, Synergy_Bliss=0.892, Synergy_Loewe=-4.63, Synergy_HSA=-0.405. (3) Drug 1: CCC1(CC2CC(C3=C(CCN(C2)C1)C4=CC=CC=C4N3)(C5=C(C=C6C(=C5)C78CCN9C7C(C=CC9)(C(C(C8N6C)(C(=O)OC)O)OC(=O)C)CC)OC)C(=O)OC)O.OS(=O)(=O)O. Drug 2: C(CC(=O)O)C(=O)CN.Cl. Cell line: T-47D. Synergy scores: CSS=-3.61, Synergy_ZIP=1.00, Synergy_Bliss=0.170, Synergy_Loewe=-5.13, Synergy_HSA=-4.27. (4) Drug 1: C1=CC(=CC=C1CCC2=CNC3=C2C(=O)NC(=N3)N)C(=O)NC(CCC(=O)O)C(=O)O. Cell line: HCC-2998. Synergy scores: CSS=22.1, Synergy_ZIP=-2.09, Synergy_Bliss=-4.99, Synergy_Loewe=-11.8, Synergy_HSA=-4.83. Drug 2: CC1C(C(CC(O1)OC2CC(OC(C2O)C)OC3=CC4=CC5=C(C(=O)C(C(C5)C(C(=O)C(C(C)O)O)OC)OC6CC(C(C(O6)C)O)OC7CC(C(C(O7)C)O)OC8CC(C(C(O8)C)O)(C)O)C(=C4C(=C3C)O)O)O)O. (5) Drug 1: CS(=O)(=O)OCCCCOS(=O)(=O)C. Drug 2: CCN(CC)CCCC(C)NC1=C2C=C(C=CC2=NC3=C1C=CC(=C3)Cl)OC. Cell line: MALME-3M. Synergy scores: CSS=14.5, Synergy_ZIP=-1.57, Synergy_Bliss=0.621, Synergy_Loewe=5.58, Synergy_HSA=3.21. (6) Drug 1: CCCS(=O)(=O)NC1=C(C(=C(C=C1)F)C(=O)C2=CNC3=C2C=C(C=N3)C4=CC=C(C=C4)Cl)F. Drug 2: C1=CC(=C2C(=C1NCCNCCO)C(=O)C3=C(C=CC(=C3C2=O)O)O)NCCNCCO. Cell line: KM12. Synergy scores: CSS=59.6, Synergy_ZIP=22.7, Synergy_Bliss=19.5, Synergy_Loewe=1.71, Synergy_HSA=16.8. (7) Drug 1: C1CCN(CC1)CCOC2=CC=C(C=C2)C(=O)C3=C(SC4=C3C=CC(=C4)O)C5=CC=C(C=C5)O. Drug 2: C1=C(C(=O)NC(=O)N1)F. Cell line: RPMI-8226. Synergy scores: CSS=49.8, Synergy_ZIP=1.93, Synergy_Bliss=1.58, Synergy_Loewe=-1.64, Synergy_HSA=-0.271. (8) Drug 1: CNC(=O)C1=CC=CC=C1SC2=CC3=C(C=C2)C(=NN3)C=CC4=CC=CC=N4. Drug 2: CC1C(C(CC(O1)OC2CC(CC3=C2C(=C4C(=C3O)C(=O)C5=C(C4=O)C(=CC=C5)OC)O)(C(=O)C)O)N)O.Cl. Cell line: MOLT-4. Synergy scores: CSS=85.6, Synergy_ZIP=25.2, Synergy_Bliss=24.8, Synergy_Loewe=11.5, Synergy_HSA=27.2.